Dataset: Reaction yield outcomes from USPTO patents with 853,638 reactions. Task: Predict the reaction yield, written as a fraction of the theoretical maximum amount of product (1.0 means a 100% yield; for example, 0.34 means a 34% yield). The reactants are [Br:1][C:2]1[CH:9]=[CH:8][C:7]([F:10])=[CH:6][C:3]=1[CH:4]=[O:5].[CH2:11](O)[CH2:12][OH:13]. The catalyst is C1(C)C=CC=CC=1.O.C1(C)C=CC(S(O)(=O)=O)=CC=1. The product is [Br:1][C:2]1[CH:9]=[CH:8][C:7]([F:10])=[CH:6][C:3]=1[CH:4]1[O:13][CH2:12][CH2:11][O:5]1. The yield is 0.950.